Dataset: Merck oncology drug combination screen with 23,052 pairs across 39 cell lines. Task: Regression. Given two drug SMILES strings and cell line genomic features, predict the synergy score measuring deviation from expected non-interaction effect. (1) Drug 1: COC12C(COC(N)=O)C3=C(C(=O)C(C)=C(N)C3=O)N1CC1NC12. Drug 2: C#Cc1cccc(Nc2ncnc3cc(OCCOC)c(OCCOC)cc23)c1. Cell line: OCUBM. Synergy scores: synergy=-73.4. (2) Drug 1: CN1C(=O)C=CC2(C)C3CCC4(C)C(NC(=O)OCC(F)(F)F)CCC4C3CCC12. Drug 2: O=P1(N(CCCl)CCCl)NCCCO1. Cell line: MSTO. Synergy scores: synergy=22.6. (3) Drug 1: CS(=O)(=O)CCNCc1ccc(-c2ccc3ncnc(Nc4ccc(OCc5cccc(F)c5)c(Cl)c4)c3c2)o1. Drug 2: CC(C)CC(NC(=O)C(Cc1ccccc1)NC(=O)c1cnccn1)B(O)O. Cell line: SW837. Synergy scores: synergy=17.0. (4) Drug 1: O=P1(N(CCCl)CCCl)NCCCO1. Drug 2: O=C(CCCCCCC(=O)Nc1ccccc1)NO. Cell line: A375. Synergy scores: synergy=11.1. (5) Drug 1: CN(Cc1cnc2nc(N)nc(N)c2n1)c1ccc(C(=O)NC(CCC(=O)O)C(=O)O)cc1. Drug 2: O=C(O)C1(Cc2cccc(Nc3nccs3)n2)CCC(Oc2cccc(Cl)c2F)CC1. Cell line: T47D. Synergy scores: synergy=5.22. (6) Drug 1: CN(C)C(=N)N=C(N)N. Drug 2: N#Cc1ccc(Cn2cncc2CN2CCN(c3cccc(Cl)c3)C(=O)C2)cc1. Cell line: UWB1289. Synergy scores: synergy=18.5. (7) Cell line: RPMI7951. Synergy scores: synergy=-11.6. Drug 2: CCc1cnn2c(NCc3ccc[n+]([O-])c3)cc(N3CCCCC3CCO)nc12. Drug 1: COc1cc(C2c3cc4c(cc3C(OC3OC5COC(C)OC5C(O)C3O)C3COC(=O)C23)OCO4)cc(OC)c1O. (8) Synergy scores: synergy=-3.31. Drug 2: CCc1c2c(nc3ccc(O)cc13)-c1cc3c(c(=O)n1C2)COC(=O)C3(O)CC. Cell line: MDAMB436. Drug 1: CN1C(=O)C=CC2(C)C3CCC4(C)C(NC(=O)OCC(F)(F)F)CCC4C3CCC12.